Dataset: Catalyst prediction with 721,799 reactions and 888 catalyst types from USPTO. Task: Predict which catalyst facilitates the given reaction. (1) Reactant: Cl.[NH2:2][CH2:3][C:4]1[CH:13]=[CH:12][C:7]([C:8]([O:10][CH3:11])=[O:9])=[CH:6][CH:5]=1.C(N(CC)CC)C.[CH3:21][O:22][C:23]1[CH:43]=[CH:42][C:26]([CH2:27][N:28]2[N:32]=[N:31][C:30]([C:33]3[CH:34]=[C:35]([CH:39]=[CH:40][CH:41]=3)[C:36](Cl)=[O:37])=[N:29]2)=[CH:25][CH:24]=1. Product: [CH3:11][O:10][C:8](=[O:9])[C:7]1[CH:6]=[CH:5][C:4]([CH2:3][NH:2][C:36](=[O:37])[C:35]2[CH:39]=[CH:40][CH:41]=[C:33]([C:30]3[N:31]=[N:32][N:28]([CH2:27][C:26]4[CH:25]=[CH:24][C:23]([O:22][CH3:21])=[CH:43][CH:42]=4)[N:29]=3)[CH:34]=2)=[CH:13][CH:12]=1. The catalyst class is: 646. (2) Reactant: [C:1]1([CH:7]([C:29]2[CH:34]=[CH:33][CH:32]=[CH:31][CH:30]=2)[N:8]2[CH2:13][CH2:12][CH:11]([CH2:14][CH2:15][CH2:16][CH2:17][N:18]3C(=O)C4C(=CC=CC=4)C3=O)[CH2:10][CH2:9]2)[CH:6]=[CH:5][CH:4]=[CH:3][CH:2]=1.O.NN. The catalyst class is: 8. Product: [C:1]1([CH:7]([C:29]2[CH:34]=[CH:33][CH:32]=[CH:31][CH:30]=2)[N:8]2[CH2:13][CH2:12][CH:11]([CH2:14][CH2:15][CH2:16][CH2:17][NH2:18])[CH2:10][CH2:9]2)[CH:2]=[CH:3][CH:4]=[CH:5][CH:6]=1. (3) Reactant: [C:1]([N:8]1[CH:12]=[CH:11]N=C1)(N1C=CN=C1)=[S:2].[Cl:13][C:14]1C=C([CH:18]=[C:19]([C:30]([F:33])([F:32])[F:31])[C:20]=1[S:21][C:22]1[CH:27]=[CH:26][C:25]([O:28][CH3:29])=[CH:24][CH:23]=1)N. Product: [Cl:13][C:14]1[CH:11]=[C:12]([N:8]=[C:1]=[S:2])[CH:18]=[C:19]([C:30]([F:31])([F:32])[F:33])[C:20]=1[S:21][C:22]1[CH:23]=[CH:24][C:25]([O:28][CH3:29])=[CH:26][CH:27]=1. The catalyst class is: 4.